From a dataset of Reaction yield outcomes from USPTO patents with 853,638 reactions. Predict the reaction yield, written as a fraction of the theoretical maximum amount of product (1.0 means a 100% yield; for example, 0.34 means a 34% yield). The reactants are [C:1]([C:4]1[CH:15]=[CH:14][C:13]([Br:16])=[CH:12][C:5]=1[O:6][CH2:7]C(OC)=O)(=O)[CH3:2].C(OOC(=O)C1C=CC=CC=1)(=O)C1C=CC=CC=1.[Br:35]N1C(=O)CCC1=O. The catalyst is ClC1C=CC=CC=1. The product is [Br:16][C:13]1[CH:14]=[CH:15][C:4]2[C:1]([CH2:2][Br:35])=[CH:7][O:6][C:5]=2[CH:12]=1. The yield is 0.320.